This data is from Reaction yield outcomes from USPTO patents with 853,638 reactions. The task is: Predict the reaction yield, written as a fraction of the theoretical maximum amount of product (1.0 means a 100% yield; for example, 0.34 means a 34% yield). (1) The reactants are [F:1][C:2]1[CH:9]=[CH:8][C:5]([C:6]#[N:7])=[CH:4][C:3]=1[CH:10]([OH:21])[C:11]1[CH:20]=[CH:19][C:18]2[C:13](=[CH:14][CH:15]=[CH:16][CH:17]=2)[CH:12]=1.CS(C)=O.C(Cl)(=O)C(Cl)=O.C(N(CC)CC)C. No catalyst specified. The product is [F:1][C:2]1[CH:9]=[CH:8][C:5]([C:6]#[N:7])=[CH:4][C:3]=1[C:10]([C:11]1[CH:20]=[CH:19][C:18]2[C:13](=[CH:14][CH:15]=[CH:16][CH:17]=2)[CH:12]=1)=[O:21]. The yield is 0.350. (2) The product is [C:4]([CH2:3][CH2:2][CH2:1][N:5]1[C:1](=[O:11])[C:2]2=[CH:10][CH:9]=[CH:8][CH:7]=[C:3]2[C:4]1=[O:6])#[N:5]. The yield is 0.840. The reactants are [C:1]1(=[O:11])[NH:5][C:4](=[O:6])[C:3]2=[CH:7][CH:8]=[CH:9][CH:10]=[C:2]12.[K].O. The catalyst is CN(C=O)C. (3) The reactants are [Cl-].[C:2]([C:4]1[C:16]([N+:17]([O-])=O)=[CH:15][CH:14]=[CH:13][C:5]=1[O:6][CH2:7][C@@H:8]1[CH2:12][CH2:11][CH2:10][NH2+:9]1)#[N:3].[CH2:20]([N:23]=[C:24]=[O:25])[CH2:21][CH3:22]. No catalyst specified. The product is [NH2:17][C:16]1[C:4]([C:2]#[N:3])=[C:5]([CH:13]=[CH:14][CH:15]=1)[O:6][CH2:7][C@@H:8]1[CH2:12][CH2:11][CH2:10][N:9]1[C:24]([NH:23][CH2:20][CH2:21][CH3:22])=[O:25]. The yield is 1.00. (4) The reactants are [Cl:1][C:2]1[CH:3]=[C:4]([C:8]2[CH:9]=[C:10]([CH:16]([C:18]3[CH:23]=[CH:22][C:21]([F:24])=[CH:20][CH:19]=3)O)[CH:11]=[N:12][C:13]=2[O:14][CH3:15])[CH:5]=[CH:6][CH:7]=1.COCCN(S(F)(F)[F:35])CCOC. The catalyst is C(Cl)Cl. The product is [Cl:1][C:2]1[CH:3]=[C:4]([C:8]2[C:13]([O:14][CH3:15])=[N:12][CH:11]=[C:10]([CH:16]([F:35])[C:18]3[CH:23]=[CH:22][C:21]([F:24])=[CH:20][CH:19]=3)[CH:9]=2)[CH:5]=[CH:6][CH:7]=1. The yield is 0.340.